From a dataset of CYP2C19 inhibition data for predicting drug metabolism from PubChem BioAssay. Regression/Classification. Given a drug SMILES string, predict its absorption, distribution, metabolism, or excretion properties. Task type varies by dataset: regression for continuous measurements (e.g., permeability, clearance, half-life) or binary classification for categorical outcomes (e.g., BBB penetration, CYP inhibition). Dataset: cyp2c19_veith. The compound is Cc1onc(-c2c(F)cccc2Cl)c1C(=O)N[C@@H]1C(=O)N2[C@H]1SC(C)(C)[C@H]2C(=O)O. The result is 0 (non-inhibitor).